Dataset: CYP2D6 inhibition data for predicting drug metabolism from PubChem BioAssay. Task: Regression/Classification. Given a drug SMILES string, predict its absorption, distribution, metabolism, or excretion properties. Task type varies by dataset: regression for continuous measurements (e.g., permeability, clearance, half-life) or binary classification for categorical outcomes (e.g., BBB penetration, CYP inhibition). Dataset: cyp2d6_veith. (1) The molecule is COc1ccc(CCCOc2cc(CCn3ccnc3)ccc2OC)cc1. The result is 1 (inhibitor). (2) The compound is N#CN(CC(N)=O)c1nc(N2CCCCC2)nc(N2CCCCC2)n1. The result is 1 (inhibitor). (3) The compound is O=C(Nc1ccc(Cl)cc1C(F)(F)F)c1ccc(Cl)cc1. The result is 1 (inhibitor).